This data is from Blood-brain barrier penetration binary classification data from Martins et al.. The task is: Regression/Classification. Given a drug SMILES string, predict its absorption, distribution, metabolism, or excretion properties. Task type varies by dataset: regression for continuous measurements (e.g., permeability, clearance, half-life) or binary classification for categorical outcomes (e.g., BBB penetration, CYP inhibition). Dataset: bbb_martins. (1) The compound is CO/N=C(\C(=O)N[C@@H]1C(=O)N2C(C(=O)O)=C(CSC(=O)c3ccco3)CS[C@H]12)c1csc(N)n1. The result is 0 (does not penetrate BBB). (2) The molecule is CCOC(=O)N1CCC(=O)N(c2ccccc2)c2cc(Cl)ccc21. The result is 1 (penetrates BBB). (3) The result is 1 (penetrates BBB). The drug is CN1CCN(C(c2ccccc2)c2ccc(Cl)cc2)CC1. (4) The drug is OCCOCCN1CCN(C2=Nc3ccccc3Sc3ccccc32)CC1. The result is 1 (penetrates BBB). (5) The molecule is OCCN1CCN(CCCN2c3ccccc3Sc3cc(Cl)cnc32)CC1. The result is 1 (penetrates BBB). (6) The drug is NNc1nncc2ccccc12. The result is 0 (does not penetrate BBB). (7) The drug is COC12C=CC3(CC1C(C)(C)O)[C@@H]1Cc4ccc(O)c5c4[C@]3(CCN1CC1CC1)[C@@H]2O5. The result is 1 (penetrates BBB). (8) The molecule is CC(=O)Nc1ccc(OC(=O)c2ccccc2OC(C)=O)cc1. The result is 1 (penetrates BBB). (9) The drug is FC(F)(F)c1ccc(N2CCNCC2)nc1Cl. The result is 1 (penetrates BBB). (10) The result is 1 (penetrates BBB). The compound is O=C(Nc1ccc(O)cc1)C(Cl)(Cl)Cl.